This data is from Catalyst prediction with 721,799 reactions and 888 catalyst types from USPTO. The task is: Predict which catalyst facilitates the given reaction. (1) Reactant: [CH2:1]([N:8]([CH2:29][CH:30]1[CH2:35][CH2:34][CH:33]([C:36]([O:38]CC)=[O:37])[CH2:32][CH2:31]1)[S:9]([NH:12][C:13](=[O:28])[C:14]1[CH:19]=[C:18]([C:20]([F:23])([F:22])[F:21])[CH:17]=[C:16]([C:24]([F:27])([F:26])[F:25])[CH:15]=1)(=[O:11])=[O:10])[C:2]1[CH:7]=[CH:6][CH:5]=[CH:4][CH:3]=1.[OH-].[Na+].Cl. Product: [CH2:1]([N:8]([CH2:29][CH:30]1[CH2:31][CH2:32][CH:33]([C:36]([OH:38])=[O:37])[CH2:34][CH2:35]1)[S:9]([NH:12][C:13](=[O:28])[C:14]1[CH:15]=[C:16]([C:24]([F:26])([F:27])[F:25])[CH:17]=[C:18]([C:20]([F:21])([F:22])[F:23])[CH:19]=1)(=[O:11])=[O:10])[C:2]1[CH:3]=[CH:4][CH:5]=[CH:6][CH:7]=1. The catalyst class is: 24. (2) Reactant: Cl[CH2:2][CH2:3][O:4][C:5]1[CH:10]=[CH:9][C:8]([C:11]2[O:15][C:14]([C:16]3[C:21]([F:22])=[CH:20][CH:19]=[CH:18][C:17]=3[F:23])=[N:13][C:12]=2[C:24]([NH2:26])=[O:25])=[CH:7][CH:6]=1.[CH3:27][N:28]1[CH2:33][CH2:32][NH:31][CH2:30][CH2:29]1.C(N(CC)CC)C. Product: [F:23][C:17]1[CH:18]=[CH:19][CH:20]=[C:21]([F:22])[C:16]=1[C:14]1[O:15][C:11]([C:8]2[CH:9]=[CH:10][C:5]([O:4][CH2:3][CH2:2][N:31]3[CH2:32][CH2:33][N:28]([CH3:27])[CH2:29][CH2:30]3)=[CH:6][CH:7]=2)=[C:12]([C:24]([NH2:26])=[O:25])[N:13]=1. The catalyst class is: 16. (3) Reactant: [NH2:1][C:2]1[C:3]([CH3:18])=[C:4]([CH:15]=[CH:16][CH:17]=1)[C:5]([NH:7][C:8]1[CH:9]=[N:10][C:11]([NH2:14])=[N:12][CH:13]=1)=[O:6].CC1C=CC=CC=1C(N)=O.NC1C=CC(C)=C(C=1)C(NC1C=NC(N)=NC=1)=O.[F:47][C:48]([F:59])([F:58])[C:49]1[CH:50]=[C:51]([CH:55]=[CH:56][CH:57]=1)[C:52](Cl)=[O:53].CCN(CC)CC. Product: [NH2:14][C:11]1[N:10]=[CH:9][C:8]([NH:7][C:5](=[O:6])[C:4]2[CH:15]=[CH:16][CH:17]=[C:2]([NH:1][C:52]([C:51]3[CH:55]=[CH:56][CH:57]=[C:49]([C:48]([F:47])([F:58])[F:59])[CH:50]=3)=[O:53])[C:3]=2[CH3:18])=[CH:13][N:12]=1. The catalyst class is: 202. (4) Reactant: [OH:1][NH:2][C:3](=[O:26])/[CH:4]=[CH:5]/[C:6]1[CH:11]=[CH:10][C:9]([CH2:12][NH:13][CH2:14][CH2:15][C:16]2[C:24]3[C:19](=[CH:20][CH:21]=[CH:22][CH:23]=3)[NH:18][C:17]=2[CH3:25])=[CH:8][CH:7]=1.[C:27]([OH:32])(=[O:31])[CH:28]([CH3:30])[OH:29]. Product: [C:27]([OH:32])(=[O:31])[CH:28]([CH3:30])[OH:29].[OH:1][NH:2][C:3](=[O:26])/[CH:4]=[CH:5]/[C:6]1[CH:11]=[CH:10][C:9]([CH2:12][NH:13][CH2:14][CH2:15][C:16]2[C:24]3[C:19](=[CH:20][CH:21]=[CH:22][CH:23]=3)[NH:18][C:17]=2[CH3:25])=[CH:8][CH:7]=1. The catalyst class is: 40. (5) Reactant: [CH3:1][S:2]([O-])(=O)=O.[CH2:6]([C@@:9]1([CH3:35])[CH2:14][C@H:13]([C:15]2[CH:20]=[CH:19][CH:18]=[C:17]([Cl:21])[CH:16]=2)[C@@H:12]([C:22]2[CH:27]=[CH:26][C:25]([Cl:28])=[CH:24][CH:23]=2)[N+:11]2[C@@H:29]([CH:32]3[CH2:34][CH2:33]3)C[O:31][C:10]1=2)[CH:7]=[CH2:8].S.[Na]. Product: [CH2:6]([C@@:9]1([CH3:35])[CH2:14][C@H:13]([C:15]2[CH:20]=[CH:19][CH:18]=[C:17]([Cl:21])[CH:16]=2)[C@@H:12]([C:22]2[CH:27]=[CH:26][C:25]([Cl:28])=[CH:24][CH:23]=2)[N:11]([C@@H:29]([CH:32]2[CH2:34][CH2:33]2)[CH2:1][SH:2])[C:10]1=[O:31])[CH:7]=[CH2:8]. The catalyst class is: 3.